From a dataset of Catalyst prediction with 721,799 reactions and 888 catalyst types from USPTO. Predict which catalyst facilitates the given reaction. (1) Reactant: [H-].[H-].[H-].[H-].[Li+].[Al+3].[Cl:7][C:8]1[CH:17]=[CH:16][C:15]([C:18]2[CH:23]=[CH:22][CH:21]=[CH:20][N:19]=2)=[CH:14][C:9]=1[C:10](OC)=[O:11].O.[OH-].[Na+]. Product: [Cl:7][C:8]1[CH:17]=[CH:16][C:15]([C:18]2[CH:23]=[CH:22][CH:21]=[CH:20][N:19]=2)=[CH:14][C:9]=1[CH2:10][OH:11]. The catalyst class is: 1. (2) Reactant: OC(C(F)(F)F)=O.[NH2:8][C:9]1([CH2:34][C:35]2[CH:40]=[CH:39][CH:38]=[CH:37][CH:36]=2)[CH2:13][CH2:12][O:11][CH:10]1[O:14][CH2:15][C:16]1[CH:17]=[C:18]([CH:23]=[C:24]([N:26]([S:30]([CH3:33])(=[O:32])=[O:31])[CH2:27][CH2:28][CH3:29])[CH:25]=1)[C:19]([O:21]C)=[O:20].[Li+].[OH-].Cl. Product: [NH2:8][C:9]1([CH2:34][C:35]2[CH:36]=[CH:37][CH:38]=[CH:39][CH:40]=2)[CH2:13][CH2:12][O:11][CH:10]1[O:14][CH2:15][C:16]1[CH:17]=[C:18]([CH:23]=[C:24]([N:26]([S:30]([CH3:33])(=[O:32])=[O:31])[CH2:27][CH2:28][CH3:29])[CH:25]=1)[C:19]([OH:21])=[O:20]. The catalyst class is: 36.